This data is from Reaction yield outcomes from USPTO patents with 853,638 reactions. The task is: Predict the reaction yield, written as a fraction of the theoretical maximum amount of product (1.0 means a 100% yield; for example, 0.34 means a 34% yield). (1) The reactants are [CH3:1][O:2][C:3]1[C:11]2[O:10][C:9]([CH3:13])([CH3:12])[CH2:8][C:7]=2[CH:6]=[C:5]([CH:14]=O)[CH:4]=1.C([O-])(=O)C.[NH4+].[N+:21]([CH3:24])([O-:23])=[O:22]. The catalyst is C(OCC)(=O)C. The product is [CH3:1][O:2][C:3]1[C:11]2[O:10][C:9]([CH3:12])([CH3:13])[CH2:8][C:7]=2[CH:6]=[C:5]([CH:14]=[CH:24][N+:21]([O-:23])=[O:22])[CH:4]=1. The yield is 0.810. (2) The reactants are I[C:2]1[CH:3]=[C:4]([O:21][C:22]([F:25])([F:24])[F:23])[CH:5]=[C:6]2[C:11]=1[O:10][CH:9]([C:12]([F:15])([F:14])[F:13])[C:8]([C:16]([O:18]CC)=[O:17])=[CH:7]2.C([Sn](CCCC)(CCCC)[C:31]#[C:32][O:33][CH2:34][CH3:35])CCC.[Cl-].C([NH+]([CH2:50][CH3:51])CC)C. The catalyst is CN(C=O)C.O. The product is [CH2:34]([O:33][C:32]#[C:31][C:2]1[CH:3]=[C:4]([O:21][C:22]([F:24])([F:25])[F:23])[CH:5]=[C:6]2[C:11]=1[O:10][CH:9]([C:12]([F:13])([F:14])[F:15])[C:8]([C:16]([O:18][CH2:50][CH3:51])=[O:17])=[CH:7]2)[CH3:35]. The yield is 0.440. (3) The catalyst is CN(C)C=O. The product is [CH:21]([O:15][C:7]1[C:8]2[C:3](=[CH:2][C:11]([O:12][CH3:13])=[CH:10][CH:9]=2)[CH:4]=[CH:5][CH:6]=1)([CH3:23])[CH3:22]. The reactants are O[C:2]1[C:11]([O:12][CH3:13])=[CH:10][CH:9]=[C:8]2[C:3]=1[CH:4]=[CH:5][CH:6]=[CH:7]2.C(=O)([O-])[O-:15].[Cs+].[Cs+].Br[CH:21]([CH3:23])[CH3:22]. The yield is 0.860.